This data is from Full USPTO retrosynthesis dataset with 1.9M reactions from patents (1976-2016). The task is: Predict the reactants needed to synthesize the given product. (1) Given the product [C:8]1([C:12]2[CH:13]=[CH:14][CH:15]=[CH:16][CH:17]=2)[CH:9]=[CH:10][CH:11]=[C:6]([C:4]([C:23]2[CH:24]=[C:25]([O:29][CH3:30])[C:26]([O:27][CH3:28])=[C:21]([O:20][CH3:19])[CH:22]=2)=[O:5])[CH:7]=1, predict the reactants needed to synthesize it. The reactants are: CON(C)[C:4]([C:6]1[CH:7]=[C:8]([C:12]2[CH:17]=[CH:16][CH:15]=[CH:14][CH:13]=2)[CH:9]=[CH:10][CH:11]=1)=[O:5].[CH3:19][O:20][C:21]1[CH:22]=[C:23]([Mg]Br)[CH:24]=[C:25]([O:29][CH3:30])[C:26]=1[O:27][CH3:28]. (2) The reactants are: C(OC(O[CH2:8][CH3:9])CBr)C.C(O)C.C(=O)([O-])O.[Na+].[NH2:18][C:19]1[CH:24]=[C:23]([CH3:25])[N:22]=[CH:21][N:20]=1. Given the product [CH3:25][C:23]1[N:22]=[CH:21][N:20]2[CH:8]=[CH:9][N:18]=[C:19]2[CH:24]=1, predict the reactants needed to synthesize it. (3) Given the product [CH3:33][O:34][C:35]1[CH:43]=[CH:42][CH:41]=[CH:40][C:36]=1[CH2:37][N:38]1[C:9](=[O:10])[C:8]2[N:7]([CH:13]3[CH2:18][CH2:17][N:16]([C:19]([O:21][CH2:22][C:23]4[CH:24]=[CH:25][CH:26]=[CH:27][CH:28]=4)=[O:20])[CH2:15][CH2:14]3)[N:6]=[C:5]([C:29]([F:31])([F:32])[F:30])[C:4]=2[C:1]([CH3:2])=[N:39]1, predict the reactants needed to synthesize it. The reactants are: [C:1]([C:4]1[C:5]([C:29]([F:32])([F:31])[F:30])=[N:6][N:7]([CH:13]2[CH2:18][CH2:17][N:16]([C:19]([O:21][CH2:22][C:23]3[CH:28]=[CH:27][CH:26]=[CH:25][CH:24]=3)=[O:20])[CH2:15][CH2:14]2)[C:8]=1[C:9](OC)=[O:10])(=O)[CH3:2].[CH3:33][O:34][C:35]1[CH:43]=[CH:42][CH:41]=[CH:40][C:36]=1[CH2:37][NH:38][NH2:39]. (4) Given the product [F:20][C:19]1[C:14]([C:10]2[N:9]([CH2:8][C:5]3[N:6]=[CH:7][C:2]4[S:29][C:25]([CH3:26])=[N:24][C:3]=4[C:4]=3[CH2:21][CH2:22][CH3:23])[CH:13]=[CH:12][N:11]=2)=[N:15][CH:16]=[CH:17][CH:18]=1, predict the reactants needed to synthesize it. The reactants are: Br[C:2]1[C:3]([NH:24][C:25](=O)[CH3:26])=[C:4]([CH2:21][CH2:22][CH3:23])[C:5]([CH2:8][N:9]2[CH:13]=[CH:12][N:11]=[C:10]2[C:14]2[C:19]([F:20])=[CH:18][CH:17]=[CH:16][N:15]=2)=[N:6][CH:7]=1.P12(SP3(SP(SP(S3)(S1)=S)(=S)S2)=S)=[S:29]. (5) Given the product [C:25]([O:24][C:23]([NH:22][C:20]1[N:21]=[C:16]([NH:1][CH:2]2[CH2:7][CH2:6][CH2:5][N:4]([C:8]([O:10][C:11]([CH3:14])([CH3:13])[CH3:12])=[O:9])[CH2:3]2)[CH:17]=[CH:18][C:19]=1[C:30](=[O:33])[CH2:31][CH3:32])=[O:29])([CH3:28])([CH3:27])[CH3:26], predict the reactants needed to synthesize it. The reactants are: [NH2:1][CH:2]1[CH2:7][CH2:6][CH2:5][N:4]([C:8]([O:10][C:11]([CH3:14])([CH3:13])[CH3:12])=[O:9])[CH2:3]1.Cl[C:16]1[N:21]=[C:20]([NH:22][C:23](=[O:29])[O:24][C:25]([CH3:28])([CH3:27])[CH3:26])[C:19]([C:30](=[O:33])[CH2:31][CH3:32])=[CH:18][CH:17]=1.C(N(C(C)C)CC)(C)C. (6) The reactants are: Cl[C:2]1[N:11]=[CH:10][CH:9]=[C:8]2[C:3]=1[C:4]1[CH:19]=[C:18]([F:20])[CH:17]=[CH:16][C:5]=1[C:6]([O:12][CH:13]([CH3:15])[CH3:14])=[N:7]2.[OH-].[K+].C(P(C(C)(C)C)C1C=CC=CC=1C1C(CCC)=CC(CCC)=CC=1CCC)(C)(C)C.[O:53]1CCOCC1. Given the product [F:20][C:18]1[CH:17]=[CH:16][C:5]2[C:6]([O:12][CH:13]([CH3:15])[CH3:14])=[N:7][C:8]3[CH:9]=[CH:10][NH:11][C:2](=[O:53])[C:3]=3[C:4]=2[CH:19]=1, predict the reactants needed to synthesize it. (7) Given the product [N:25]1([C:2]2[C:3]([N:8]3[CH2:9][CH2:10][CH:11]([C:14]4[NH:18][C:17]5[CH:19]=[CH:20][C:21]([C:23]#[N:24])=[CH:22][C:16]=5[N:15]=4)[CH2:12][CH2:13]3)=[N:4][CH:5]=[CH:6][N:7]=2)[CH2:30][CH2:29][O:28][CH2:27][CH2:26]1, predict the reactants needed to synthesize it. The reactants are: Cl[C:2]1[C:3]([N:8]2[CH2:13][CH2:12][CH:11]([C:14]3[NH:18][C:17]4[CH:19]=[CH:20][C:21]([C:23]#[N:24])=[CH:22][C:16]=4[N:15]=3)[CH2:10][CH2:9]2)=[N:4][CH:5]=[CH:6][N:7]=1.[NH:25]1[CH2:30][CH2:29][O:28][CH2:27][CH2:26]1.